Dataset: Forward reaction prediction with 1.9M reactions from USPTO patents (1976-2016). Task: Predict the product of the given reaction. (1) Given the reactants [Cl:1][C:2]1[C:11]([C@@H:12]([NH:14][S@@](C(C)(C)C)=O)[CH3:13])=[CH:10][C:9]2[C:4](=[CH:5][CH:6]=[C:7]([Cl:21])[CH:8]=2)[N:3]=1.[O:22]1CCOCC1, predict the reaction product. The product is: [ClH:1].[NH2:14][C@H:12]([C:11]1[C:2](=[O:22])[NH:3][C:4]2[C:9]([CH:10]=1)=[CH:8][C:7]([Cl:21])=[CH:6][CH:5]=2)[CH3:13]. (2) Given the reactants Cl[C:2]1[C:3]2[CH:10]=[C:9]([C:11]3[CH2:12][CH2:13][N:14]([S:17]([CH3:20])(=[O:19])=[O:18])[CH2:15][CH:16]=3)[NH:8][C:4]=2[N:5]=[CH:6][N:7]=1.[NH:21]1[CH2:26][CH2:25][O:24][CH2:23][CH2:22]1.C(N(C(C)C)C(C)C)C, predict the reaction product. The product is: [CH3:20][S:17]([N:14]1[CH2:15][CH:16]=[C:11]([C:9]2[NH:8][C:4]3[N:5]=[CH:6][N:7]=[C:2]([N:21]4[CH2:26][CH2:25][O:24][CH2:23][CH2:22]4)[C:3]=3[CH:10]=2)[CH2:12][CH2:13]1)(=[O:19])=[O:18]. (3) Given the reactants [NH2:1][CH2:2][CH2:3][O:4][CH2:5][CH2:6][O:7][CH2:8][CH2:9][OH:10].[CH3:11][Si:12]([CH3:31])([CH2:25][CH2:26][Si:27]([CH3:30])([CH3:29])[CH3:28])[O:13][Si:14]([CH3:24])([CH3:23])[CH2:15][CH2:16][CH2:17][O:18][CH2:19][CH:20]1[CH2:22][O:21]1, predict the reaction product. The product is: [OH:10][CH2:9][CH2:8][O:7][CH2:6][CH2:5][O:4][CH2:3][CH2:2][NH:1][CH2:22][CH:20]([OH:21])[CH2:19][O:18][CH2:17][CH2:16][CH2:15][Si:14]([CH3:23])([CH3:24])[O:13][Si:12]([CH3:31])([CH3:11])[CH2:25][CH2:26][Si:27]([CH3:30])([CH3:29])[CH3:28]. (4) Given the reactants [F:1][C:2]1[C:7]([CH2:8]OS(C)(=O)=O)=[C:6]([F:14])[CH:5]=[CH:4][C:3]=1[N:15]1[CH2:20][CH2:19][N:18]([C:21]([O:23][C:24]([CH3:27])([CH3:26])[CH3:25])=[O:22])[CH2:17][CH2:16]1.[CH3:28][N:29]1[CH:33]=[C:32]([NH:34][C:35]2[N:40]=[C:39]3[NH:41][N:42]=[CH:43][C:38]3=[CH:37][N:36]=2)[CH:31]=[N:30]1, predict the reaction product. The product is: [F:1][C:2]1[C:7]([CH2:8][N:41]2[C:39]3=[N:40][C:35]([NH:34][C:32]4[CH:31]=[N:30][N:29]([CH3:28])[CH:33]=4)=[N:36][CH:37]=[C:38]3[CH:43]=[N:42]2)=[C:6]([F:14])[CH:5]=[CH:4][C:3]=1[N:15]1[CH2:20][CH2:19][N:18]([C:21]([O:23][C:24]([CH3:27])([CH3:26])[CH3:25])=[O:22])[CH2:17][CH2:16]1.